From a dataset of Reaction yield outcomes from USPTO patents with 853,638 reactions. Predict the reaction yield, written as a fraction of the theoretical maximum amount of product (1.0 means a 100% yield; for example, 0.34 means a 34% yield). (1) The reactants are Br[C:2]1[CH:7]=[CH:6][C:5]([C:8]2[CH2:12][C:11]([C:17]3[CH:22]=[C:21]([Cl:23])[CH:20]=[C:19]([Cl:24])[CH:18]=3)([C:13]([F:16])([F:15])[F:14])[O:10][N:9]=2)=[CH:4][C:3]=1[CH3:25].CC1(C)C2C(=C(P(C3C=CC=CC=3)C3C=CC=CC=3)C=CC=2)[O:47][C:29]2C(P(C3C=CC=CC=3)C3C=CC=CC=3)=CC=CC1=2.CN(C)CCN(C)C. The catalyst is CN(C=O)C. The product is [Cl:24][C:19]1[CH:18]=[C:17]([C:11]2([C:13]([F:16])([F:15])[F:14])[O:10][N:9]=[C:8]([C:5]3[CH:6]=[CH:7][C:2]([CH:29]=[O:47])=[C:3]([CH3:25])[CH:4]=3)[CH2:12]2)[CH:22]=[C:21]([Cl:23])[CH:20]=1. The yield is 0.150. (2) The reactants are [Cl:1][C:2]1[CH:7]=[CH:6][C:5]([CH:8]([NH:12][C:13]([N:15]2[CH2:24][CH2:23][C:22]3[CH:21]=[N:20][C:19]([NH:25][CH:26]4[CH2:31][CH2:30][O:29][CH2:28][CH2:27]4)=[N:18][C:17]=3[CH2:16]2)=[O:14])[C:9]([OH:11])=O)=[CH:4][C:3]=1[F:32].CCN=C=NCCCN(C)C.C(Cl)(Cl)Cl.[CH:48]([NH:50][NH2:51])=[O:49]. The catalyst is O. The product is [Cl:1][C:2]1[CH:7]=[CH:6][C:5]([CH:8]([NH:12][C:13]([N:15]2[CH2:24][CH2:23][C:22]3[CH:21]=[N:20][C:19]([NH:25][CH:26]4[CH2:27][CH2:28][O:29][CH2:30][CH2:31]4)=[N:18][C:17]=3[CH2:16]2)=[O:14])[C:9]([NH:51][NH:50][CH:48]=[O:49])=[O:11])=[CH:4][C:3]=1[F:32]. The yield is 0.364. (3) The reactants are [CH3:1][C:2]1[O:6][N:5]=[C:4]([C:7]2[CH:12]=[CH:11][CH:10]=[CH:9][CH:8]=2)[C:3]=1[CH2:13][O:14][C:15]1[CH:23]=[CH:22][C:18]([C:19]([OH:21])=O)=[CH:17][N:16]=1.[NH2:24][CH2:25][C:26]1[C:27](=[O:33])[NH:28][N:29]=[C:30]([CH3:32])[CH:31]=1. No catalyst specified. The product is [CH3:32][C:30]1[CH:31]=[C:26]([CH2:25][NH:24][C:19](=[O:21])[C:18]2[CH:22]=[CH:23][C:15]([O:14][CH2:13][C:3]3[C:4]([C:7]4[CH:8]=[CH:9][CH:10]=[CH:11][CH:12]=4)=[N:5][O:6][C:2]=3[CH3:1])=[N:16][CH:17]=2)[C:27](=[O:33])[NH:28][N:29]=1. The yield is 0.830.